Dataset: Catalyst prediction with 721,799 reactions and 888 catalyst types from USPTO. Task: Predict which catalyst facilitates the given reaction. (1) Reactant: [NH2:1][C:2]1[N:7]=[C:6]([O:8][CH2:9][CH2:10][O:11][C:12]2[CH:17]=[CH:16][CH:15]=[CH:14][N:13]=2)[N:5]=[C:4]([N:18]2[CH2:23][CH2:22][O:21][CH2:20][CH2:19]2)[CH:3]=1.O.[N:25]([O-])=[O:26].[Na+]. Product: [NH2:1][C:2]1[N:7]=[C:6]([O:8][CH2:9][CH2:10][O:11][C:12]2[CH:17]=[CH:16][CH:15]=[CH:14][N:13]=2)[N:5]=[C:4]([N:18]2[CH2:19][CH2:20][O:21][CH2:22][CH2:23]2)[C:3]=1[N:25]=[O:26]. The catalyst class is: 52. (2) Reactant: [F:1][C:2]1[CH:3]=[C:4]([C:9](=[O:11])[CH3:10])[CH:5]=[C:6]([F:8])[CH:7]=1.[BH4-].[Na+].N1C(C)=CC=CC=1C.[Si:22](OS(C(F)(F)F)(=O)=O)([CH:29]([CH3:31])[CH3:30])([CH:26]([CH3:28])[CH3:27])[CH:23]([CH3:25])[CH3:24]. Product: [F:1][C:2]1[CH:3]=[C:4]([CH:9]([O:11][Si:22]([CH:29]([CH3:31])[CH3:30])([CH:26]([CH3:28])[CH3:27])[CH:23]([CH3:25])[CH3:24])[CH3:10])[CH:5]=[C:6]([F:8])[CH:7]=1. The catalyst class is: 511. (3) Product: [Br:1][C:2]1[CH:3]=[C:4]2[C:9](=[CH:10][C:11]=1[O:12][CH2:13][C:14]1[CH:15]=[C:16]([S:20]([CH3:28])(=[NH:22])=[O:21])[CH:17]=[CH:18][CH:19]=1)[N:8]=[CH:7][N:6]=[C:5]2[NH:29][CH2:30][CH2:31][OH:32]. Reactant: [Br:1][C:2]1[CH:3]=[C:4]2[C:9](=[CH:10][C:11]=1[O:12][CH2:13][C:14]1[CH:15]=[C:16]([S:20]([CH3:28])(=[N:22]C(OCC)=O)=[O:21])[CH:17]=[CH:18][CH:19]=1)[N:8]=[CH:7][N:6]=[C:5]2[NH:29][CH2:30][CH2:31][OH:32].[O-]CC.[Na+]. The catalyst class is: 823. (4) Reactant: CO[C:3](=[O:12])[C:4]1[CH:9]=[CH:8][CH:7]=[CH:6][C:5]=1[CH2:10]Br.[F:13][C:14]([F:26])([F:25])[C:15]1[CH:20]=[CH:19][C:18]([CH2:21][CH2:22][CH2:23][NH2:24])=[CH:17][CH:16]=1.C([O-])([O-])=O.[K+].[K+].C(OCC)(=O)C. The catalyst class is: 345. Product: [F:13][C:14]([F:25])([F:26])[C:15]1[CH:16]=[CH:17][C:18]([CH2:21][CH2:22][CH2:23][N:24]2[CH2:10][C:5]3[C:4](=[CH:9][CH:8]=[CH:7][CH:6]=3)[C:3]2=[O:12])=[CH:19][CH:20]=1. (5) Reactant: C(O)C.C([O:6][C:7](=O)[CH2:8][CH2:9][N:10]([C:17]1[C:22]([NH2:23])=[CH:21][N:20]=[C:19]([Cl:24])[N:18]=1)[CH:11]1[CH2:15][CH2:14][CH:13]([CH3:16])[CH2:12]1)C. Product: [Cl:24][C:19]1[N:20]=[CH:21][C:22]2[NH:23][C:7](=[O:6])[CH2:8][CH2:9][N:10]([CH:11]3[CH2:15][CH2:14][CH:13]([CH3:16])[CH2:12]3)[C:17]=2[N:18]=1. The catalyst class is: 15. (6) Reactant: [OH:1][C:2]1[CH:7]=[CH:6][C:5]([C:8]2[N:16]([CH2:17][O:18][CH2:19][CH2:20][Si:21]([CH3:24])([CH3:23])[CH3:22])[C:15]3[C:14](=[O:25])[N:13]([CH2:26][CH2:27][CH3:28])[C:12]([C:29]4[CH:34]=[CH:33][CH:32]=[C:31]([C:35]([F:38])([F:37])[F:36])[CH:30]=4)=[N:11][C:10]=3[N:9]=2)=[CH:4][CH:3]=1.C(=O)([O-])[O-].[K+].[K+].Br[CH2:46][C:47]#[C:48][C:49]1[CH:54]=[CH:53][C:52]([F:55])=[CH:51][CH:50]=1. Product: [F:55][C:52]1[CH:53]=[CH:54][C:49]([C:48]#[C:47][CH2:46][O:1][C:2]2[CH:3]=[CH:4][C:5]([C:8]3[N:16]([CH2:17][O:18][CH2:19][CH2:20][Si:21]([CH3:24])([CH3:23])[CH3:22])[C:15]4[C:14](=[O:25])[N:13]([CH2:26][CH2:27][CH3:28])[C:12]([C:29]5[CH:34]=[CH:33][CH:32]=[C:31]([C:35]([F:38])([F:37])[F:36])[CH:30]=5)=[N:11][C:10]=4[N:9]=3)=[CH:6][CH:7]=2)=[CH:50][CH:51]=1. The catalyst class is: 21. (7) Reactant: Br[C:2]1[CH:3]=[CH:4][C:5]2[O:11][CH2:10][CH2:9][N:8]3[CH:12]=[C:13]([C:15]4[N:19]([CH:20]([CH3:22])[CH3:21])[N:18]=[CH:17][N:16]=4)[N:14]=[C:7]3[C:6]=2[CH:23]=1.[N:24]1[CH:29]=[C:28](B(O)O)[CH:27]=[N:26][CH:25]=1.C([O-])([O-])=O.[Cs+].[Cs+].O. Product: [CH:20]([N:19]1[C:15]([C:13]2[N:14]=[C:7]3[C:6]4[CH:23]=[C:2]([C:28]5[CH:29]=[N:24][CH:25]=[N:26][CH:27]=5)[CH:3]=[CH:4][C:5]=4[O:11][CH2:10][CH2:9][N:8]3[CH:12]=2)=[N:16][CH:17]=[N:18]1)([CH3:22])[CH3:21]. The catalyst class is: 75. (8) Reactant: C[Si](C)(C)[C:3]1[C:4]([C:12]2[CH:13]=[N:14][CH:15]=[CH:16][CH:17]=2)=[N:5][O:6][C:7]=1[Si:8]([CH3:11])([CH3:10])[CH3:9].[Br:20]Br. Product: [Br:20][C:3]1[C:4]([C:12]2[CH:13]=[N:14][CH:15]=[CH:16][CH:17]=2)=[N:5][O:6][C:7]=1[Si:8]([CH3:11])([CH3:10])[CH3:9]. The catalyst class is: 53. (9) Reactant: [N:1]1[CH:6]=[CH:5][CH:4]=[CH:3][C:2]=1[C:7]([OH:9])=O.C1C=CC2N(O)N=NC=2C=1.CCN=C=NCCCN(C)C.[F:31][C:32]1[CH:63]=[CH:62][C:61]([F:64])=[CH:60][C:33]=1[CH:34]=[C:35]1[CH2:40][CH2:39][N:38]([C:41]([NH:43][C:44]2[CH:49]=[CH:48][C:47]([NH:50]C(NC3C=CC=CC=3)=O)=[CH:46][CH:45]=2)=[O:42])[CH2:37][CH2:36]1.CCN(CC)CC. Product: [F:31][C:32]1[CH:63]=[CH:62][C:61]([F:64])=[CH:60][C:33]=1[CH:34]=[C:35]1[CH2:40][CH2:39][N:38]([C:41]([NH:43][C:44]2[CH:49]=[CH:48][C:47]([NH:50][C:7](=[O:9])[C:2]3[CH:3]=[CH:4][CH:5]=[CH:6][N:1]=3)=[CH:46][CH:45]=2)=[O:42])[CH2:37][CH2:36]1. The catalyst class is: 46. (10) Reactant: [Br:1][C:2]1[CH:10]=[C:9]2[C:5]([CH2:6][C:7]3([CH2:23][N:22]([C:24]([O:26][C:27]([CH3:30])([CH3:29])[CH3:28])=[O:25])[CH2:21]3)[C:8]2=[N:11][S:12]([CH2:15][CH2:16][Si:17]([CH3:20])([CH3:19])[CH3:18])(=[O:14])=[O:13])=[CH:4][CH:3]=1.[CH:31]([Mg]Br)=[CH2:32]. Product: [Br:1][C:2]1[CH:10]=[C:9]2[C:5]([CH2:6][C:7]3([CH2:21][N:22]([C:24]([O:26][C:27]([CH3:30])([CH3:29])[CH3:28])=[O:25])[CH2:23]3)[C:8]2([NH:11][S:12]([CH2:15][CH2:16][Si:17]([CH3:18])([CH3:19])[CH3:20])(=[O:14])=[O:13])[CH:31]=[CH2:32])=[CH:4][CH:3]=1. The catalyst class is: 1.